This data is from Catalyst prediction with 721,799 reactions and 888 catalyst types from USPTO. The task is: Predict which catalyst facilitates the given reaction. (1) Reactant: Cl.[O:2]1[C:6]([CH2:7][NH2:8])=[CH:5][N:4]=[CH:3]1.C(=O)([O-])[O-].[K+].[K+].Br[CH2:16][C:17]([O:19][CH2:20][C:21]1[CH:26]=[CH:25][CH:24]=[CH:23][CH:22]=1)=[O:18]. Product: [O:2]1[C:6]([CH2:7][NH:8][CH2:16][C:17]([O:19][CH2:20][C:21]2[CH:26]=[CH:25][CH:24]=[CH:23][CH:22]=2)=[O:18])=[CH:5][N:4]=[CH:3]1. The catalyst class is: 10. (2) Reactant: Cl[C:2]1[C:3]2[CH:17]=[CH:16][N:15]=[CH:14][C:4]=2[N:5]=[C:6]([C:8]2[CH:13]=[CH:12][N:11]=[CH:10][CH:9]=2)[N:7]=1.[NH:18]1[CH2:23][CH2:22][NH:21][CH2:20][CH2:19]1. Product: [N:11]1[CH:12]=[CH:13][C:8]([C:6]2[N:7]=[C:2]([N:18]3[CH2:23][CH2:22][NH:21][CH2:20][CH2:19]3)[C:3]3[CH:17]=[CH:16][N:15]=[CH:14][C:4]=3[N:5]=2)=[CH:9][CH:10]=1. The catalyst class is: 44. (3) Reactant: [I:1]Cl.[CH3:3][O:4][C:5]([C:7]1[N:15]([CH2:16][C:17]2[CH:22]=[CH:21][C:20]([O:23][CH3:24])=[CH:19][CH:18]=2)[C:14]2[CH:13]=[CH:12][N:11]=[CH:10][C:9]=2[C:8]=1[NH:25][C:26]1[CH:31]=[CH:30][C:29]([Si](C)(C)C)=[CH:28][C:27]=1[F:36])=[O:6]. Product: [CH3:3][O:4][C:5]([C:7]1[N:15]([CH2:16][C:17]2[CH:22]=[CH:21][C:20]([O:23][CH3:24])=[CH:19][CH:18]=2)[C:14]2[CH:13]=[CH:12][N:11]=[CH:10][C:9]=2[C:8]=1[NH:25][C:26]1[CH:31]=[CH:30][C:29]([I:1])=[CH:28][C:27]=1[F:36])=[O:6]. The catalyst class is: 2. (4) Reactant: [Br:1][C:2]1[CH:7]=[CH:6][C:5]([C@H:8]([CH3:19])[C:9]([O:11][C@@H](C)C(OCC)=O)=[O:10])=[CH:4][CH:3]=1.OO.[OH-].[Li+].Cl.S([O-])([O-])=O.[Na+].[Na+]. Product: [Br:1][C:2]1[CH:3]=[CH:4][C:5]([C@H:8]([CH3:19])[C:9]([OH:11])=[O:10])=[CH:6][CH:7]=1. The catalyst class is: 5. (5) Product: [F:1][C:2]1[CH:3]=[C:4]([C:5]([CH:7]2[CH2:10][N:9]([C:11]([O:13][C:14]([CH3:15])([CH3:16])[CH3:17])=[O:12])[CH2:8]2)([OH:6])[C:22]([CH3:25])([CH3:24])[CH3:23])[CH:18]=[C:19]([F:21])[CH:20]=1. The catalyst class is: 1. Reactant: [F:1][C:2]1[CH:3]=[C:4]([CH:18]=[C:19]([F:21])[CH:20]=1)[C:5]([CH:7]1[CH2:10][N:9]([C:11]([O:13][C:14]([CH3:17])([CH3:16])[CH3:15])=[O:12])[CH2:8]1)=[O:6].[C:22]([Mg]Cl)([CH3:25])([CH3:24])[CH3:23].[NH4+].[Cl-]. (6) Reactant: Cl[C:2]1[CH:7]=[CH:6][N:5]=[C:4]2[CH:8]=[C:9]([C:11]([NH2:13])=[O:12])[S:10][C:3]=12.[NH:14]1[CH2:19][CH2:18][CH:17]([CH2:20][CH2:21][NH:22][C:23](=[O:29])[O:24][C:25]([CH3:28])([CH3:27])[CH3:26])[CH2:16][CH2:15]1. Product: [C:11]([C:9]1[S:10][C:3]2[C:4](=[N:5][CH:6]=[CH:7][C:2]=2[N:14]2[CH2:19][CH2:18][CH:17]([CH2:20][CH2:21][NH:22][C:23](=[O:29])[O:24][C:25]([CH3:27])([CH3:26])[CH3:28])[CH2:16][CH2:15]2)[CH:8]=1)(=[O:12])[NH2:13]. The catalyst class is: 37. (7) Reactant: [C:1]([O:4][CH2:5][C:6]1[CH2:13][S:12][C@@H:11]2[N:8]([C:9](=[O:15])[C@H:10]2[NH2:14])[C:7]=1[C:16]([O:18][CH3:19])=[O:17])(=[O:3])[CH3:2].Cl.Cl[CH2:22][C:23]1[CH:28]=[CH:27][CH:26]=[CH:25][N:24]=1.[N:29]1[CH:34]=[CH:33][CH:32]=[CH:31][C:30]=1[CH:35]=O.[BH4-].[Na+]. Product: [C:1]([O:4][CH2:5][C:6]1[CH2:13][S:12][C@@H:11]2[N:8]([C:9](=[O:15])[C@H:10]2[N:14]([CH2:35][C:30]2[CH:31]=[CH:32][CH:33]=[CH:34][N:29]=2)[CH2:22][C:23]2[CH:28]=[CH:27][CH:26]=[CH:25][N:24]=2)[C:7]=1[C:16]([O:18][CH3:19])=[O:17])(=[O:3])[CH3:2]. The catalyst class is: 8. (8) Reactant: [SH:1][C:2]([CH3:17])([CH3:16])[CH2:3][S:4][CH2:5][C:6]1[CH:7]=[C:8]([CH2:14][OH:15])[CH:9]=[C:10]([CH2:12][OH:13])[CH:11]=1.P([O-])([O-])([O-])=O.[K+].[K+].[K+].[CH3:26][S:27](=O)(SC)=O. The catalyst class is: 412. Product: [CH3:16][C:2]([S:1][S:27][CH3:26])([CH3:17])[CH2:3][S:4][CH2:5][C:6]1[CH:11]=[C:10]([CH2:12][OH:13])[CH:9]=[C:8]([CH2:14][OH:15])[CH:7]=1.